This data is from Peptide-MHC class II binding affinity with 134,281 pairs from IEDB. The task is: Regression. Given a peptide amino acid sequence and an MHC pseudo amino acid sequence, predict their binding affinity value. This is MHC class II binding data. The peptide sequence is AYVYFASDASTYTTG. The MHC is DRB1_1001 with pseudo-sequence DRB1_1001. The binding affinity (normalized) is 0.724.